From a dataset of Full USPTO retrosynthesis dataset with 1.9M reactions from patents (1976-2016). Predict the reactants needed to synthesize the given product. (1) Given the product [Br:1][C:2]1[CH:7]=[CH:6][C:5]([S:8]([NH:16][CH:13]2[CH2:15][CH2:14]2)(=[O:10])=[O:9])=[C:4]([F:12])[CH:3]=1, predict the reactants needed to synthesize it. The reactants are: [Br:1][C:2]1[CH:7]=[CH:6][C:5]([S:8](Cl)(=[O:10])=[O:9])=[C:4]([F:12])[CH:3]=1.[CH:13]1([NH2:16])[CH2:15][CH2:14]1. (2) Given the product [OH:25][CH:13]([C:14](=[O:24])[NH:15][C@@H:16]([C:18]1[CH:19]=[CH:20][CH:21]=[CH:22][CH:23]=1)[CH3:17])[C@@H:8]([NH:7][C:6]([C@@H:53]([NH:57][C:58]([C@@H:59]([NH:61][C:62]([C:64]1[CH2:65][C:66]2[C:71]([C:72]=1[CH3:73])=[CH:70][CH:69]=[CH:68][CH:67]=2)=[O:63])[CH3:60])=[O:74])[CH2:52][C:45]1[C:46]2[C:51](=[CH:50][CH:49]=[CH:48][CH:47]=2)[NH:43][CH:44]=1)=[O:26])[CH2:9][CH2:10][CH2:11][CH3:12], predict the reactants needed to synthesize it. The reactants are: C(O[C:6](=[O:26])[NH:7][C@H:8]([CH:13]([OH:25])[C:14](=[O:24])[NH:15][C@@H:16]([C:18]1[CH:23]=[CH:22][CH:21]=[CH:20][CH:19]=1)[CH3:17])[CH2:9][CH2:10][CH2:11][CH3:12])(C)(C)C.FC(F)(F)C(O)=O.C(N(CC)C(C)C)(C)C.[NH:43]1[C:51]2[C:46](=[CH:47][CH:48]=[CH:49][CH:50]=2)[C:45]([CH2:52][C@H:53]([NH:57][C:58](=[O:74])[C@@H:59]([NH:61][C:62]([C:64]2[CH2:65][C:66]3[C:71]([C:72]=2[CH3:73])=[CH:70][CH:69]=[CH:68][CH:67]=3)=[O:63])[CH3:60])C(O)=O)=[CH:44]1.CN(C(ON1N=NC2C=CC=NC1=2)=[N+](C)C)C.F[P-](F)(F)(F)(F)F. (3) Given the product [Br:43][C:8]1[N:7]=[C:6]2[C:2]([CH3:35])([CH3:1])[CH2:3][N:4]([C:17]3[C:26]4[C:21](=[CH:22][C:23]([F:27])=[CH:24][CH:25]=4)[N:20]=[C:19]([C:28]4[CH:33]=[CH:32][CH:31]=[CH:30][N:29]=4)[C:18]=3[CH3:34])[C:5]2=[CH:10][C:9]=1[N:11]1[CH2:16][CH2:15][O:14][CH2:13][CH2:12]1, predict the reactants needed to synthesize it. The reactants are: [CH3:1][C:2]1([CH3:35])[C:6]2=[N:7][CH:8]=[C:9]([N:11]3[CH2:16][CH2:15][O:14][CH2:13][CH2:12]3)[CH:10]=[C:5]2[N:4]([C:17]2[C:26]3[C:21](=[CH:22][C:23]([F:27])=[CH:24][CH:25]=3)[N:20]=[C:19]([C:28]3[CH:33]=[CH:32][CH:31]=[CH:30][N:29]=3)[C:18]=2[CH3:34])[CH2:3]1.C1C(=O)N([Br:43])C(=O)C1. (4) The reactants are: [N:1]1([C:6]2[N:11]=[CH:10][C:9]([C:12]([O:14]C)=[O:13])=[CH:8][CH:7]=2)[CH:5]=[CH:4][N:3]=[CH:2]1.O1CCCC1.[OH-].[Na+].Cl. Given the product [N:1]1([C:6]2[N:11]=[CH:10][C:9]([C:12]([OH:14])=[O:13])=[CH:8][CH:7]=2)[CH:5]=[CH:4][N:3]=[CH:2]1, predict the reactants needed to synthesize it. (5) Given the product [C:2]([NH:6][CH2:7][CH2:8][N:17]([CH3:18])[CH3:16])([CH3:5])([CH3:4])[CH3:3], predict the reactants needed to synthesize it. The reactants are: Cl.[C:2]([NH:6][CH2:7][CH2:8]Cl)([CH3:5])([CH3:4])[CH3:3].C(=O)([O-])[O-].[K+].[K+].[CH3:16][NH:17][CH3:18]. (6) Given the product [NH2:20][C:21]1[S:22][C:23]([C:29]2[CH:30]=[C:31]([CH3:35])[CH:32]=[CH:33][CH:34]=2)=[C:24]([C:26]([N:3]2[CH2:4][C@@H:5]3[C@@H:1]([CH2:6]3)[C@H:2]2[CH2:7][NH:8][C:9]([C:11]2[CH:12]=[CH:13][CH:14]=[C:15]3[O:19][CH:18]=[CH:17][C:16]=23)=[O:10])=[O:27])[N:25]=1, predict the reactants needed to synthesize it. The reactants are: [C@@H:1]12[CH2:6][C@@H:5]1[CH2:4][NH:3][C@@H:2]2[CH2:7][NH:8][C:9]([C:11]1[CH:12]=[CH:13][CH:14]=[C:15]2[O:19][CH:18]=[CH:17][C:16]=12)=[O:10].[NH2:20][C:21]1[S:22][C:23]([C:29]2[CH:30]=[C:31]([CH3:35])[CH:32]=[CH:33][CH:34]=2)=[C:24]([C:26](O)=[O:27])[N:25]=1.